Task: Predict the product of the given reaction.. Dataset: Forward reaction prediction with 1.9M reactions from USPTO patents (1976-2016) (1) Given the reactants C([O:4][CH2:5][C:6]([NH:8][C:9]1[CH:28]=[N:27][C:12]2[N:13]=[CH:14][N:15]([CH2:18][C:19]3[CH:24]=[CH:23][C:22]([Cl:25])=[C:21]([Cl:26])[CH:20]=3)[C:16](=[O:17])[C:11]=2[CH:10]=1)=[O:7])(=O)C.[OH-].[K+].C(O)C.C([O-])([O-])=O.[Na+].[Na+], predict the reaction product. The product is: [Cl:26][C:21]1[CH:20]=[C:19]([CH:24]=[CH:23][C:22]=1[Cl:25])[CH2:18][N:15]1[C:16](=[O:17])[C:11]2[CH:10]=[C:9]([NH:8][C:6](=[O:7])[CH2:5][OH:4])[CH:28]=[N:27][C:12]=2[N:13]=[CH:14]1. (2) Given the reactants [NH:1]1[C:5]2[CH:6]=[CH:7][CH:8]=[CH:9][C:4]=2[N:3]=[C:2]1[C:10]1[C:18]2[C:13](=[CH:14][CH:15]=[C:16]([N+:19]([O-])=O)[CH:17]=2)[N:12]([CH2:22][O:23][CH2:24][CH2:25][Si:26]([CH3:29])([CH3:28])[CH3:27])[N:11]=1.O.O.[Sn](Cl)(Cl)(Cl)Cl.C(=O)([O-])[O-].[K+].[K+], predict the reaction product. The product is: [NH:3]1[C:4]2[CH:9]=[CH:8][CH:7]=[CH:6][C:5]=2[N:1]=[C:2]1[C:10]1[C:18]2[C:13](=[CH:14][CH:15]=[C:16]([NH2:19])[CH:17]=2)[N:12]([CH2:22][O:23][CH2:24][CH2:25][Si:26]([CH3:29])([CH3:28])[CH3:27])[N:11]=1.